Predict the reactants needed to synthesize the given product. From a dataset of Full USPTO retrosynthesis dataset with 1.9M reactions from patents (1976-2016). (1) Given the product [Cl:1][C:2]1[N:7]=[C:6]([N:34]2[CH2:33][C:29]3[C:28](=[N:27][CH:32]=[CH:31][CH:30]=3)[CH2:35]2)[C:5]2=[C:9]([C:12]3[CH:17]=[CH:16][CH:15]=[CH:14][CH:13]=3)[CH:10]=[CH:11][N:4]2[N:3]=1, predict the reactants needed to synthesize it. The reactants are: [Cl:1][C:2]1[N:7]=[C:6](Cl)[C:5]2=[C:9]([C:12]3[CH:17]=[CH:16][CH:15]=[CH:14][CH:13]=3)[CH:10]=[CH:11][N:4]2[N:3]=1.CCN(C(C)C)C(C)C.[N:27]1[CH:32]=[CH:31][CH:30]=[C:29]2[CH2:33][NH:34][CH2:35][C:28]=12. (2) The reactants are: [CH:1]1([C:5]2[CH:10]=[CH:9][C:8]([C:11]3[N:12]=[CH:13][C:14]([NH2:17])=[N:15][CH:16]=3)=[C:7]([F:18])[C:6]=2[O:19][CH2:20][CH:21]2[CH2:23][O:22]2)[CH2:4][CH2:3][CH2:2]1.[NH2:24][C:25]1[CH:29]=[CH:28][NH:27][N:26]=1.C(S([O-])(=O)=O)(F)(F)F.C(S([O-])(=O)=O)(F)(F)F.C(S([O-])(=O)=O)(F)(F)F.[Yb+3]. Given the product [NH:26]1[C:25]([NH:24][CH2:23][CH:21]([OH:22])[CH2:20][O:19][C:6]2[C:5]([CH:1]3[CH2:4][CH2:3][CH2:2]3)=[CH:10][CH:9]=[C:8]([C:11]3[CH:16]=[N:15][C:14]([NH2:17])=[CH:13][N:12]=3)[C:7]=2[F:18])=[CH:29][CH:28]=[N:27]1, predict the reactants needed to synthesize it. (3) Given the product [NH2:46][C:7]1[C:6]2[N:28]=[C:3]([CH2:1][CH3:2])[N:4]([CH2:29][C:30]([OH:33])([CH3:32])[CH3:31])[C:5]=2[C:14]2[CH:13]=[CH:12][C:11]([CH2:15][CH2:16][N:17]3[C:25](=[O:26])[C:24]4[C:19](=[CH:20][CH:21]=[CH:22][CH:23]=4)[C:18]3=[O:27])=[CH:10][C:9]=2[N:8]=1, predict the reactants needed to synthesize it. The reactants are: [CH2:1]([C:3]1[N:4]([CH2:29][C:30]([OH:33])([CH3:32])[CH3:31])[C:5]2[C:14]3[CH:13]=[CH:12][C:11]([CH2:15][CH2:16][N:17]4[C:25](=[O:26])[C:24]5[C:19](=[CH:20][CH:21]=[CH:22][CH:23]=5)[C:18]4=[O:27])=[CH:10][C:9]=3[N:8]=[CH:7][C:6]=2[N:28]=1)[CH3:2].ClC1C=C(C=CC=1)C(OO)=O.[OH-].[NH4+:46].C1(C)C=CC(S(Cl)(=O)=O)=CC=1. (4) Given the product [N:70]1[CH:75]=[CH:74][C:73]([C:76]2[CH:77]=[CH:78][C:79]3[C:80]4[N:89]([O:17][CH2:18][CH2:19][Si:20]([CH3:23])([CH3:22])[CH3:21])[N:88]=[CH:87][C:81]=4[C:82](=[O:86])[NH:83][C:84]=3[CH:85]=2)=[CH:72][CH:71]=1, predict the reactants needed to synthesize it. The reactants are: BrC1C=CC2C3N(C[O:17][CH2:18][CH2:19][Si:20]([CH3:23])([CH3:22])[CH3:21])N=CC=3C(=O)NC=2C=1.BrC1C=CC2C3NN(COCC[Si](C)(C)C)CC=3C(=O)NC=2C=1.CC1(C)C(C)(C)OB(C2C=CN=CC=2)O1.[O-]P([O-])([O-])=O.[K+].[K+].[K+].[N:70]1[CH:75]=[CH:74][C:73]([C:76]2[CH:77]=[CH:78][C:79]3[C:80]4[NH:89][N:88](OCC[Si](C)(C)C)[CH2:87][C:81]=4[C:82](=[O:86])[NH:83][C:84]=3[CH:85]=2)=[CH:72][CH:71]=1.